Dataset: Catalyst prediction with 721,799 reactions and 888 catalyst types from USPTO. Task: Predict which catalyst facilitates the given reaction. (1) Reactant: C([C@H]1COC(=O)N1[C:14](=[O:42])[CH2:15][C@H:16]([C:37]1[CH:41]=[CH:40][O:39][N:38]=1)[C:17]1[CH:22]=[CH:21][C:20]([O:23][CH2:24][CH2:25][O:26][C:27]2[CH:32]=[CH:31][C:30]([C:33]([F:36])([F:35])[F:34])=[CH:29][CH:28]=2)=[CH:19][CH:18]=1)C1C=CC=CC=1.[OH:43]O.[OH-].[Li+].Cl. Product: [O:39]1[CH:40]=[CH:41][C:37]([C@H:16]([C:17]2[CH:22]=[CH:21][C:20]([O:23][CH2:24][CH2:25][O:26][C:27]3[CH:32]=[CH:31][C:30]([C:33]([F:35])([F:34])[F:36])=[CH:29][CH:28]=3)=[CH:19][CH:18]=2)[CH2:15][C:14]([OH:42])=[O:43])=[N:38]1. The catalyst class is: 20. (2) Reactant: [CH3:1][O:2][CH2:3][C:4](=[O:18])[C:5](=[N:10][NH:11][C:12]1[CH:17]=[CH:16][N:15]=[CH:14][CH:13]=1)[C:6]([O:8][CH3:9])=[O:7].[CH3:19]OC(OC)N(C)C. Product: [CH3:1][O:2][C:3]1[C:4](=[O:18])[C:5]([C:6]([O:8][CH3:9])=[O:7])=[N:10][N:11]([C:12]2[CH:13]=[CH:14][N:15]=[CH:16][CH:17]=2)[CH:19]=1. The catalyst class is: 11. (3) Reactant: [CH3:1][C:2]1[CH:11]=[CH:10][C:5]([C:6]([O:8][CH3:9])=[O:7])=[CH:4][C:3]=1[CH:12]1[CH2:16][CH2:15][CH2:14][NH:13]1.[Cl:17][C:18]1[C:19]([O:31][CH2:32][O:33][CH3:34])=[CH:20][C:21]([O:27][CH2:28][O:29][CH3:30])=[C:22]([CH:26]=1)[C:23](O)=[O:24].CN1CCOCC1.Cl.CN(C)CCCN=C=NCC.ON1C2C=CC=CC=2N=N1. Product: [Cl:17][C:18]1[C:19]([O:31][CH2:32][O:33][CH3:34])=[CH:20][C:21]([O:27][CH2:28][O:29][CH3:30])=[C:22]([CH:26]=1)[C:23]([N:13]1[CH2:14][CH2:15][CH2:16][CH:12]1[C:3]1[CH:4]=[C:5]([CH:10]=[CH:11][C:2]=1[CH3:1])[C:6]([O:8][CH3:9])=[O:7])=[O:24]. The catalyst class is: 173. (4) Reactant: [CH3:1][O:2][C:3](=[O:31])[CH2:4][O:5][CH2:6][CH2:7][CH2:8][O:9][CH2:10][CH2:11][NH:12][C:13]1[CH:18]=[CH:17][CH:16]=[CH:15][C:14]=1[S:19](=[O:30])(=[O:29])[NH:20][C:21]([C@@:23]1([NH2:28])[CH2:25][C@H:24]1[CH:26]=[CH2:27])=[O:22].[C:32]([O:36][C:37]([N:39]1[CH2:43][C@H:42]([O:44][C:45]([N:47]2[CH2:55][C:54]3[C:49](=[CH:50][CH:51]=[CH:52][C:53]=3[F:56])[CH2:48]2)=[O:46])[CH2:41][C@H:40]1[C:57](O)=[O:58])=[O:38])([CH3:35])([CH3:34])[CH3:33].CN(C(ON1N=NC2C=CC=NC1=2)=[N+](C)C)C.F[P-](F)(F)(F)(F)F.CCN(C(C)C)C(C)C. Product: [C:32]([O:36][C:37]([N:39]1[C@H:40]([C:57](=[O:58])[NH:28][C@:23]2([C:21]([NH:20][S:19]([C:14]3[CH:15]=[CH:16][CH:17]=[CH:18][C:13]=3[NH:12][CH2:11][CH2:10][O:9][CH2:8][CH2:7][CH2:6][O:5][CH2:4][C:3]([O:2][CH3:1])=[O:31])(=[O:29])=[O:30])=[O:22])[CH2:25][C@H:24]2[CH:26]=[CH2:27])[CH2:41][C@@H:42]([O:44][C:45]([N:47]2[CH2:55][C:54]3[C:49](=[CH:50][CH:51]=[CH:52][C:53]=3[F:56])[CH2:48]2)=[O:46])[CH2:43]1)=[O:38])([CH3:35])([CH3:33])[CH3:34]. The catalyst class is: 2. (5) Product: [O:24]1[C:28]2([CH2:33][CH2:32][CH:31]([N:21]3[C:14]4[C:13]([O:12][C:11]5[CH:22]=[CH:23][C:8]([O:1][C:2]6[CH:7]=[CH:6][CH:5]=[CH:4][CH:3]=6)=[CH:9][CH:10]=5)=[N:18][CH:17]=[N:16][C:15]=4[CH:19]=[CH:20]3)[CH2:30][CH2:29]2)[O:27][CH2:26][CH2:25]1. The catalyst class is: 1. Reactant: [O:1]([C:8]1[CH:23]=[CH:22][C:11]([O:12][C:13]2[C:14]3[NH:21][CH:20]=[CH:19][C:15]=3[N:16]=[CH:17][N:18]=2)=[CH:10][CH:9]=1)[C:2]1[CH:7]=[CH:6][CH:5]=[CH:4][CH:3]=1.[O:24]1[C:28]2([CH2:33][CH2:32][CH:31](O)[CH2:30][CH2:29]2)[O:27][CH2:26][CH2:25]1.C1C=CC(P(C2C=CC=CC=2)C2C=CC=CC=2)=CC=1.CC(OC(/N=N/C(OC(C)C)=O)=O)C. (6) Product: [C:19]([O:18][C:16]([N:7]1[CH:6]([CH2:4][OH:3])[CH:11]2[CH:12]([CH2:13][O:14][CH3:15])[CH:8]1[CH2:9][CH2:10]2)=[O:17])([CH3:22])([CH3:21])[CH3:20]. The catalyst class is: 4. Reactant: C([O:3][C:4]([CH:6]1[CH:11]2[CH:12]([CH2:13][O:14][CH3:15])[CH:8]([CH2:9][CH2:10]2)[N:7]1[C:16]([O:18][C:19]([CH3:22])([CH3:21])[CH3:20])=[O:17])=O)C. (7) Reactant: [C:1]1([SH:7])[CH:6]=[CH:5][CH:4]=[CH:3][CH:2]=1.[H-].[Na+].Br[C:11]1[N:12]=[C:13]([NH:33][CH2:34][C:35]([OH:38])([CH3:37])[CH3:36])[C:14]2[N:15]([C:17]([C:20]3[CH:31]=[CH:30][C:23]([C:24]([NH:26][CH:27]4[CH2:29][CH2:28]4)=[O:25])=[C:22]([CH3:32])[CH:21]=3)=[CH:18][N:19]=2)[CH:16]=1. Product: [CH:27]1([NH:26][C:24](=[O:25])[C:23]2[CH:30]=[CH:31][C:20]([C:17]3[N:15]4[CH:16]=[C:11]([S:7][C:1]5[CH:6]=[CH:5][CH:4]=[CH:3][CH:2]=5)[N:12]=[C:13]([NH:33][CH2:34][C:35]([OH:38])([CH3:36])[CH3:37])[C:14]4=[N:19][CH:18]=3)=[CH:21][C:22]=2[CH3:32])[CH2:28][CH2:29]1. The catalyst class is: 16. (8) Reactant: [Br:1][C:2]1[CH:3]=[C:4]([O:10][CH3:11])[C:5](I)=[C:6]([Cl:8])[CH:7]=1.C([Mg]Cl)(C)C.[B:17](OC)([O:20]C)[O:18]C. Product: [Br:1][C:2]1[CH:3]=[C:4]([O:10][CH3:11])[C:5]([B:17]([OH:20])[OH:18])=[C:6]([Cl:8])[CH:7]=1. The catalyst class is: 54.